This data is from Peptide-MHC class I binding affinity with 185,985 pairs from IEDB/IMGT. The task is: Regression. Given a peptide amino acid sequence and an MHC pseudo amino acid sequence, predict their binding affinity value. This is MHC class I binding data. (1) The peptide sequence is TKDETREQL. The MHC is HLA-B08:02 with pseudo-sequence HLA-B08:02. The binding affinity (normalized) is 0.0847. (2) The MHC is Mamu-A11 with pseudo-sequence Mamu-A11. The peptide sequence is NEQGSGYAA. The binding affinity (normalized) is 0.132.